This data is from NCI-60 drug combinations with 297,098 pairs across 59 cell lines. The task is: Regression. Given two drug SMILES strings and cell line genomic features, predict the synergy score measuring deviation from expected non-interaction effect. (1) Drug 1: COC1=CC(=CC(=C1O)OC)C2C3C(COC3=O)C(C4=CC5=C(C=C24)OCO5)OC6C(C(C7C(O6)COC(O7)C8=CC=CS8)O)O. Drug 2: C(=O)(N)NO. Cell line: MDA-MB-231. Synergy scores: CSS=40.4, Synergy_ZIP=1.96, Synergy_Bliss=5.87, Synergy_Loewe=-22.8, Synergy_HSA=8.16. (2) Drug 2: CCC1(CC2CC(C3=C(CCN(C2)C1)C4=CC=CC=C4N3)(C5=C(C=C6C(=C5)C78CCN9C7C(C=CC9)(C(C(C8N6C)(C(=O)OC)O)OC(=O)C)CC)OC)C(=O)OC)O.OS(=O)(=O)O. Synergy scores: CSS=7.85, Synergy_ZIP=0.663, Synergy_Bliss=3.15, Synergy_Loewe=-0.485, Synergy_HSA=0.660. Cell line: OVCAR-8. Drug 1: CC1=C(C=C(C=C1)NC(=O)C2=CC=C(C=C2)CN3CCN(CC3)C)NC4=NC=CC(=N4)C5=CN=CC=C5. (3) Drug 1: CCCS(=O)(=O)NC1=C(C(=C(C=C1)F)C(=O)C2=CNC3=C2C=C(C=N3)C4=CC=C(C=C4)Cl)F. Drug 2: C1=C(C(=O)NC(=O)N1)N(CCCl)CCCl. Cell line: SK-OV-3. Synergy scores: CSS=37.0, Synergy_ZIP=5.67, Synergy_Bliss=8.79, Synergy_Loewe=8.18, Synergy_HSA=8.21. (4) Drug 1: CC1=C2C(C(=O)C3(C(CC4C(C3C(C(C2(C)C)(CC1OC(=O)C(C(C5=CC=CC=C5)NC(=O)OC(C)(C)C)O)O)OC(=O)C6=CC=CC=C6)(CO4)OC(=O)C)OC)C)OC. Drug 2: CC1C(C(CC(O1)OC2CC(CC3=C2C(=C4C(=C3O)C(=O)C5=CC=CC=C5C4=O)O)(C(=O)C)O)N)O. Cell line: CCRF-CEM. Synergy scores: CSS=47.4, Synergy_ZIP=-9.87, Synergy_Bliss=-12.3, Synergy_Loewe=-7.69, Synergy_HSA=-4.63.